This data is from Catalyst prediction with 721,799 reactions and 888 catalyst types from USPTO. The task is: Predict which catalyst facilitates the given reaction. (1) Reactant: [Br:1][C:2]1[CH:9]=[C:8](F)[C:7]([F:11])=[CH:6][C:3]=1[C:4]#[N:5].[NH2:12][C@@H:13]([C:21]([NH2:23])=[O:22])[CH2:14][C:15]1[CH:20]=[CH:19][CH:18]=[CH:17][CH:16]=1.CCN(C(C)C)C(C)C.O. Product: [Br:1][C:2]1[C:3]([C:4]#[N:5])=[CH:6][C:7]([F:11])=[C:8]([NH:12][C@H:13]([CH2:14][C:15]2[CH:20]=[CH:19][CH:18]=[CH:17][CH:16]=2)[C:21]([NH2:23])=[O:22])[CH:9]=1. The catalyst class is: 197. (2) Reactant: C(OC(=O)C)C.Cl.[CH2:8]([O:10][C:11](=[O:34])[C@H:12]([NH:26]C(OC(C)(C)C)=O)[CH2:13][CH2:14][C:15](=O)[C:16]1[CH:21]=[C:20]([F:22])[C:19]([F:23])=[C:18]([F:24])[CH:17]=1)[CH3:9].[H][H]. Product: [CH2:8]([O:10][C:11]([C@H:12]1[CH2:13][CH2:14][C@@H:15]([C:16]2[CH:21]=[C:20]([F:22])[C:19]([F:23])=[C:18]([F:24])[CH:17]=2)[NH:26]1)=[O:34])[CH3:9]. The catalyst class is: 13. (3) Reactant: Cl[C:2]1[N:10]=[CH:9][N:8]=[C:7]2[C:3]=1[N:4]=[C:5]([C:18]1[CH:23]=[CH:22][CH:21]=[CH:20][C:19]=1[Cl:24])[N:6]2[C:11]1[CH:16]=[CH:15][C:14]([Cl:17])=[CH:13][CH:12]=1.[CH:25]([N:28]1[C:32]2([CH2:37][CH2:36][NH:35][CH2:34][CH2:33]2)[C:31](=[O:38])[NH:30][CH2:29]1)([CH3:27])[CH3:26].C(N(CC)CC)C. Product: [Cl:17][C:14]1[CH:13]=[CH:12][C:11]([N:6]2[C:5]([C:18]3[CH:23]=[CH:22][CH:21]=[CH:20][C:19]=3[Cl:24])=[N:4][C:3]3[C:7]2=[N:8][CH:9]=[N:10][C:2]=3[N:35]2[CH2:36][CH2:37][C:32]3([N:28]([CH:25]([CH3:26])[CH3:27])[CH2:29][NH:30][C:31]3=[O:38])[CH2:33][CH2:34]2)=[CH:16][CH:15]=1. The catalyst class is: 8.